From a dataset of Forward reaction prediction with 1.9M reactions from USPTO patents (1976-2016). Predict the product of the given reaction. (1) Given the reactants [Br:1][C:2](Br)=[N:3][OH:4].[Cl:6][C:7]1[CH:12]=[C:11]([C:13]([C:15]([F:18])([F:17])[F:16])=[CH2:14])[CH:10]=[C:9]([Cl:19])[CH:8]=1.C(=O)(O)[O-].[Na+].O, predict the reaction product. The product is: [Br:1][C:2]1[CH2:14][C:13]([C:11]2[CH:10]=[C:9]([Cl:19])[CH:8]=[C:7]([Cl:6])[CH:12]=2)([C:15]([F:16])([F:18])[F:17])[O:4][N:3]=1. (2) Given the reactants [Cl:1][C:2]1[N:3]=[C:4]2[NH:12][C@H:11]([C:13]([F:16])([F:15])[F:14])[CH2:10][CH2:9][N:5]2[C:6](=[O:8])[CH:7]=1.C(=O)([O-])[O-].[Cs+].[Cs+].Br.Br[CH2:25][C:26]([C:28]1[CH:33]=[CH:32][CH:31]=[CH:30][N:29]=1)=[O:27], predict the reaction product. The product is: [Cl:1][C:2]1[N:3]=[C:4]2[N:12]([CH2:25][C:26](=[O:27])[C:28]3[CH:33]=[CH:32][CH:31]=[CH:30][N:29]=3)[C@H:11]([C:13]([F:14])([F:15])[F:16])[CH2:10][CH2:9][N:5]2[C:6](=[O:8])[CH:7]=1. (3) Given the reactants Cl[C:2]1[C:3](=[O:16])[N:4]([CH3:15])[N:5]=[CH:6][C:7]=1[N:8]1[CH2:13][CH2:12][N:11]([CH3:14])[CH2:10][CH2:9]1.C([O-])=O.[NH4+].ClCCl.CO, predict the reaction product. The product is: [CH3:15][N:4]1[C:3](=[O:16])[CH:2]=[C:7]([N:8]2[CH2:13][CH2:12][N:11]([CH3:14])[CH2:10][CH2:9]2)[CH:6]=[N:5]1. (4) Given the reactants [N:1]([C:4]1[CH:9]=[C:8]([C:10]([O:12]C)=[O:11])[CH:7]=[CH:6][C:5]=1[C:14]([O:16]C)=O)=[C:2]=[S:3].[NH2:18][C:19]1[N:24]=[CH:23][C:22]([O:25][CH3:26])=[C:21]([O:27][CH3:28])[N:20]=1, predict the reaction product. The product is: [CH3:26][O:25][C:22]1[CH:23]=[N:24][C:19]([N:18]2[C:14](=[O:16])[C:5]3[C:4](=[CH:9][C:8]([C:10]([OH:12])=[O:11])=[CH:7][CH:6]=3)[NH:1][C:2]2=[S:3])=[N:20][C:21]=1[O:27][CH3:28]. (5) Given the reactants [CH:1]1([N:7]([CH3:29])[C:8]([C:10]2[CH:11]=[N:12][N:13]([C:18]3[CH:28]=[CH:27][C:21]([C:22]([O:24]CC)=[O:23])=[CH:20][CH:19]=3)[C:14]=2[CH2:15][CH2:16][CH3:17])=[O:9])[CH2:6][CH2:5][CH2:4][CH2:3][CH2:2]1.[OH-].[Na+], predict the reaction product. The product is: [CH:1]1([N:7]([CH3:29])[C:8]([C:10]2[CH:11]=[N:12][N:13]([C:18]3[CH:19]=[CH:20][C:21]([C:22]([OH:24])=[O:23])=[CH:27][CH:28]=3)[C:14]=2[CH2:15][CH2:16][CH3:17])=[O:9])[CH2:6][CH2:5][CH2:4][CH2:3][CH2:2]1.